From a dataset of Forward reaction prediction with 1.9M reactions from USPTO patents (1976-2016). Predict the product of the given reaction. (1) The product is: [C:1]([NH:4][CH2:5][CH2:6][CH2:7][CH2:8][C@@H:9]([NH:15][C:41]([NH:30][CH2:29][C:26]1[CH:25]=[CH:24][C:23]([NH2:22])=[CH:28][CH:27]=1)=[O:42])[C:10]([O:12][CH2:13][CH3:14])=[O:11])(=[O:3])[CH3:2]. Given the reactants [C:1]([NH:4][CH2:5][CH2:6][CH2:7][CH2:8][C@@H:9]([NH2:15])[C:10]([O:12][CH2:13][CH3:14])=[O:11])(=[O:3])[CH3:2].C(OC(=O)[NH:22][C:23]1[CH:28]=[CH:27][C:26]([CH2:29][NH2:30])=[CH:25][CH:24]=1)(C)(C)C.C(N(CC)CC)C.C1C[O:42][CH2:41]C1, predict the reaction product. (2) Given the reactants Cl[C:2]1[CH:11]=[CH:10][C:9]2[CH2:8][CH2:7][CH2:6][CH:5]([NH:12][C:13]([C:15]3[CH:20]=[N:19][CH:18]=[CH:17][N:16]=3)=[O:14])[C:4]=2[N:3]=1.[CH3:21][C:22]1[CH:23]=[C:24](B(O)O)[CH:25]=[N:26][CH:27]=1.[O-]P([O-])([O-])=O.[K+].[K+].[K+].C(Cl)Cl, predict the reaction product. The product is: [CH3:21][C:22]1[CH:23]=[C:24]([C:2]2[CH:11]=[CH:10][C:9]3[CH2:8][CH2:7][CH2:6][CH:5]([NH:12][C:13]([C:15]4[CH:20]=[N:19][CH:18]=[CH:17][N:16]=4)=[O:14])[C:4]=3[N:3]=2)[CH:25]=[N:26][CH:27]=1.